From a dataset of Full USPTO retrosynthesis dataset with 1.9M reactions from patents (1976-2016). Predict the reactants needed to synthesize the given product. (1) Given the product [N+:3]([C:6]1[C:11]([O:12][CH3:13])=[CH:10][CH:9]=[CH:8][C:7]=1[CH:14]=[C:15]([N+:17]([O-:19])=[O:18])[CH3:16])([O-:5])=[O:4], predict the reactants needed to synthesize it. The reactants are: N#N.[N+:3]([C:6]1[C:11]([O:12][CH3:13])=[CH:10][CH:9]=[CH:8][C:7]=1[CH:14](O)[CH:15]([N+:17]([O-:19])=[O:18])[CH3:16])([O-:5])=[O:4].C(OC(=O)C)(=O)C.C1OCCOCCOCCOCCOCCOC1.[F-].[K+]. (2) Given the product [CH2:8]([C:7]1[N:6]=[C:5]([C:10]([NH2:12])=[O:11])[C:4]([NH:13][C:14]2[CH:19]=[CH:18][C:17]([N:20]3[CH2:21][CH2:22][CH:23]([N:26]4[CH2:31][CH2:30][N:29]([CH3:32])[CH2:28][CH2:27]4)[CH2:24][CH2:25]3)=[C:16]([CH3:33])[CH:15]=2)=[N:3][C:2]=1[NH:34][C@@H:35]1[CH2:39][CH2:38][NH:37][CH2:36]1)[CH3:9], predict the reactants needed to synthesize it. The reactants are: Cl[C:2]1[N:3]=[C:4]([NH:13][C:14]2[CH:19]=[CH:18][C:17]([N:20]3[CH2:25][CH2:24][CH:23]([N:26]4[CH2:31][CH2:30][N:29]([CH3:32])[CH2:28][CH2:27]4)[CH2:22][CH2:21]3)=[C:16]([CH3:33])[CH:15]=2)[C:5]([C:10]([NH2:12])=[O:11])=[N:6][C:7]=1[CH2:8][CH3:9].[NH2:34][C@@H:35]1[CH2:39][CH2:38][N:37](C(OC(C)(C)C)=O)[CH2:36]1. (3) Given the product [OH:1][C@@:2]([CH3:24])([CH2:14][O:15][C:16]1[CH:17]=[CH:18][C:19]([OH:22])=[CH:20][CH:21]=1)[C:3]([NH:5][C:6]1[CH:7]=[CH:8][C:9]([OH:12])=[CH:10][CH:11]=1)=[O:4], predict the reactants needed to synthesize it. The reactants are: [OH:1][C@@:2]([CH3:24])([CH2:14][O:15][C:16]1[CH:21]=[CH:20][C:19]([O:22]C)=[CH:18][CH:17]=1)[C:3]([NH:5][C:6]1[CH:11]=[CH:10][C:9]([O:12]C)=[CH:8][CH:7]=1)=[O:4].B(Br)(Br)Br.O.CCOC(C)=O.